This data is from Catalyst prediction with 721,799 reactions and 888 catalyst types from USPTO. The task is: Predict which catalyst facilitates the given reaction. (1) Reactant: I[C:2]1[C:7]([NH:8][C:9](=[O:14])[C:10]([F:13])([F:12])[F:11])=[C:6]([O:15][CH:16]([CH3:18])[CH3:17])[C:5]([O:19][CH3:20])=[CH:4][CH:3]=1.[CH:21](N(CC)C(C)C)([CH3:23])[CH3:22].C#CC. Product: [CH:16]([O:15][C:6]1[C:5]([O:19][CH3:20])=[CH:4][CH:3]=[C:2]([C:22]#[C:21][CH3:23])[C:7]=1[NH:8][C:9](=[O:14])[C:10]([F:13])([F:12])[F:11])([CH3:18])[CH3:17]. The catalyst class is: 122. (2) Reactant: [Li+].CC([N-]C(C)C)C.[N:9]1([C:20]([O:22][C:23]([CH3:26])([CH3:25])[CH3:24])=[O:21])[CH2:14][CH2:13][CH:12]([C:15]([O:17][CH2:18][CH3:19])=[O:16])[CH2:11][CH2:10]1.Br[CH2:28][CH2:29][O:30][CH3:31].OS([O-])(=O)=O.[K+]. Product: [CH2:18]([O:17][C:15]([C:12]1([CH2:28][CH2:29][O:30][CH3:31])[CH2:11][CH2:10][N:9]([C:20]([O:22][C:23]([CH3:25])([CH3:24])[CH3:26])=[O:21])[CH2:14][CH2:13]1)=[O:16])[CH3:19]. The catalyst class is: 1. (3) Reactant: C(N(CC)CC)C.[NH2:8][C:9]([CH3:13])([CH3:12])[CH2:10][OH:11].[CH3:14][O:15][C:16]1[CH:17]=[C:18]([CH:22]=[CH:23][CH:24]=1)[C:19](Cl)=O.O. Product: [CH3:14][O:15][C:16]1[CH:17]=[C:18]([C:19]2[O:11][CH2:10][C:9]([CH3:13])([CH3:12])[N:8]=2)[CH:22]=[CH:23][CH:24]=1. The catalyst class is: 1. (4) Reactant: [F:1][C:2]1[CH:7]=[C:6]([O:8][C:9]2[CH:14]=[CH:13][N:12]=[C:11]([NH:15][C:16]([N:18]([CH3:26])[CH:19]3[CH2:24][CH2:23][N:22]([CH3:25])[CH2:21][CH2:20]3)=[O:17])[CH:10]=2)[CH:5]=[CH:4][C:3]=1[NH:27]C(=O)OCC1C=CC=CC=1. Product: [NH2:27][C:3]1[CH:4]=[CH:5][C:6]([O:8][C:9]2[CH:14]=[CH:13][N:12]=[C:11]([NH:15][C:16](=[O:17])[N:18]([CH3:26])[CH:19]3[CH2:20][CH2:21][N:22]([CH3:25])[CH2:23][CH2:24]3)[CH:10]=2)=[CH:7][C:2]=1[F:1]. The catalyst class is: 457. (5) Reactant: [C:1]([CH:5]1[N:14]2[C:9](=[CH:10][C:11](=[O:20])[C:12]([C:15]([O:17]CC)=[O:16])=[CH:13]2)[C:8]2[CH:21]=[C:22]([O:36][CH3:37])[C:23]([O:25][CH2:26][CH2:27][CH2:28][CH2:29][CH2:30][NH:31][S:32]([CH3:35])(=[O:34])=[O:33])=[CH:24][C:7]=2[CH2:6]1)([CH3:4])([CH3:3])[CH3:2].CO.O[Li].O.Cl. Product: [C:1]([CH:5]1[N:14]2[C:9](=[CH:10][C:11](=[O:20])[C:12]([C:15]([OH:17])=[O:16])=[CH:13]2)[C:8]2[CH:21]=[C:22]([O:36][CH3:37])[C:23]([O:25][CH2:26][CH2:27][CH2:28][CH2:29][CH2:30][NH:31][S:32]([CH3:35])(=[O:33])=[O:34])=[CH:24][C:7]=2[CH2:6]1)([CH3:4])([CH3:2])[CH3:3]. The catalyst class is: 6. (6) Reactant: [F:1][CH:2]([F:38])[CH2:3][O:4][C:5]1[C:13]2[C:12](=[O:14])[N:11]([C:15]3[CH:20]=[CH:19][C:18]([CH2:21][C:22]([O:24]CC)=[O:23])=[CH:17][C:16]=3[Cl:27])[C:10](=[O:28])[C:9]=2[C:8]([O:29][CH2:30][CH:31]([F:33])[F:32])=[C:7]2[CH:34]=[CH:35][CH:36]=[CH:37][C:6]=12.Cl.O. Product: [F:33][CH:31]([F:32])[CH2:30][O:29][C:8]1[C:9]2[C:10](=[O:28])[N:11]([C:15]3[CH:20]=[CH:19][C:18]([CH2:21][C:22]([OH:24])=[O:23])=[CH:17][C:16]=3[Cl:27])[C:12](=[O:14])[C:13]=2[C:5]([O:4][CH2:3][CH:2]([F:1])[F:38])=[C:6]2[CH:37]=[CH:36][CH:35]=[CH:34][C:7]=12. The catalyst class is: 15. (7) Reactant: [CH2:1]([N:5](CCCC)CCCC)[CH2:2]CC.[CH:14]1[CH:19]=[C:18]2[CH:20]([CH2:27][O:28]C(NCC(O)=O)=O)[C:21]3[C:26]([C:17]2=[CH:16][CH:15]=1)=[CH:25][CH:24]=[CH:23][CH:22]=3.ClC(OCC(C)C)=[O:38].[NH2:44][C@H:45]1[CH2:68][CH2:67][C@@:66]2([CH3:69])[C@H:47]([CH2:48][CH2:49][C@@H:50]3[C@@H:65]2[CH2:64][C@H:63]([OH:70])[C@@:62]2([CH3:71])[C@H:51]3[CH2:52][CH2:53][C@@H:54]2[C@H:55]([CH3:61])[CH2:56][CH2:57][C:58]([OH:60])=[O:59])[CH2:46]1. Product: [CH:22]1[C:21]2[CH:20]([CH2:27][O:28][NH:5][CH2:1][C:2]([NH:44][C@H:45]3[CH2:68][CH2:67][C@@:66]4([CH3:69])[C@H:47]([CH2:48][CH2:49][C@@H:50]5[C@@H:65]4[CH2:64][C@H:63]([OH:70])[C@@:62]4([CH3:71])[C@H:51]5[CH2:52][CH2:53][C@@H:54]4[C@H:55]([CH3:61])[CH2:56][CH2:57][C:58]([OH:60])=[O:59])[CH2:46]3)=[O:38])[C:18]3[C:17](=[CH:16][CH:15]=[CH:14][CH:19]=3)[C:26]=2[CH:25]=[CH:24][CH:23]=1. The catalyst class is: 3. (8) Reactant: Br[C:2]1[CH:7]=[CH:6][C:5]([OH:8])=[C:4]([O:9][CH3:10])[CH:3]=1.[CH3:11][S:12]([O-:14])=[O:13].[Na+].CNCCNC.C(OCC)(=O)C. Product: [CH3:11][S:12]([C:2]1[CH:7]=[CH:6][C:5]([OH:8])=[C:4]([O:9][CH3:10])[CH:3]=1)(=[O:14])=[O:13]. The catalyst class is: 58.